This data is from Forward reaction prediction with 1.9M reactions from USPTO patents (1976-2016). The task is: Predict the product of the given reaction. (1) Given the reactants C([N:8]1[CH2:15][CH:14]2[CH2:16][CH:10]([CH2:11][N:12]([S:17]([CH2:20][CH2:21][CH2:22][CH3:23])(=[O:19])=[O:18])[CH2:13]2)[CH2:9]1)C1C=CC=CC=1, predict the reaction product. The product is: [CH2:20]([S:17]([N:12]1[CH2:11][CH:10]2[CH2:16][CH:14]([CH2:15][NH:8][CH2:9]2)[CH2:13]1)(=[O:19])=[O:18])[CH2:21][CH2:22][CH3:23]. (2) Given the reactants CS(C)=O.CC(C)([O-])C.[K+].[SH:11][C:12]1[NH:13][C:14]2[CH:20]=[CH:19][CH:18]=[CH:17][C:15]=2[N:16]=1.C(O[CH2:25][C:26]1[C:31]([CH3:32])=[C:30]([O:33][CH2:34][CH:35]2[CH2:40][O:39][C:38]([CH3:42])([CH3:41])[O:37][CH2:36]2)[C:29]([CH3:43])=[CH:28][N:27]=1)(=O)C, predict the reaction product. The product is: [CH3:41][C:38]1([CH3:42])[O:39][CH2:40][CH:35]([CH2:34][O:33][C:30]2[C:29]([CH3:43])=[CH:28][N:27]=[C:26]([CH2:25][S:11][C:12]3[NH:16][C:15]4[CH:17]=[CH:18][CH:19]=[CH:20][C:14]=4[N:13]=3)[C:31]=2[CH3:32])[CH2:36][O:37]1.